This data is from Catalyst prediction with 721,799 reactions and 888 catalyst types from USPTO. The task is: Predict which catalyst facilitates the given reaction. (1) Reactant: [CH3:1][O:2][C:3](=[O:15])[C:4]1[C:5](=[C:10](I)[CH:11]=[CH:12][CH:13]=1)[C:6]([O:8][CH3:9])=[O:7].[NH2:16][C:17]1[CH:22]=[CH:21][CH:20]=[CH:19][CH:18]=1.C1C=CC(P(C2C(C3C(P(C4C=CC=CC=4)C4C=CC=CC=4)=CC=C4C=3C=CC=C4)=C3C(C=CC=C3)=CC=2)C2C=CC=CC=2)=CC=1.C(=O)([O-])[O-].[Cs+].[Cs+]. Product: [CH3:1][O:2][C:3](=[O:15])[C:4]1[C:5](=[C:10]([NH:16][C:17]2[CH:22]=[CH:21][CH:20]=[CH:19][CH:18]=2)[CH:11]=[CH:12][CH:13]=1)[C:6]([O:8][CH3:9])=[O:7]. The catalyst class is: 835. (2) Reactant: CCCC[N+](CCCC)(CCCC)CCCC.[F-].[Si]([O:26][CH2:27][CH2:28][O:29][C:30]1[C:35]([C:36]2[C:41]3[N:42]([CH2:54][C@H:55]4[CH2:60][CH2:59][C@H:58]([CH3:61])[CH2:57][CH2:56]4)[C:43]([N:45]4[CH2:50][CH2:49][O:48][C@@H:47]5[CH2:51][CH2:52][CH2:53][C@@H:46]45)=[N:44][C:40]=3[CH:39]=[C:38]([C:62]3[NH:66][C:65](=[O:67])[O:64][N:63]=3)[N:37]=2)=[CH:34][C:33]([Cl:68])=[CH:32][N:31]=1)(C(C)(C)C)(C)C. Product: [Cl:68][C:33]1[CH:34]=[C:35]([C:36]2[C:41]3[N:42]([CH2:54][C@H:55]4[CH2:60][CH2:59][C@H:58]([CH3:61])[CH2:57][CH2:56]4)[C:43]([N:45]4[CH2:50][CH2:49][O:48][C@@H:47]5[CH2:51][CH2:52][CH2:53][C@@H:46]45)=[N:44][C:40]=3[CH:39]=[C:38]([C:62]3[NH:66][C:65](=[O:67])[O:64][N:63]=3)[N:37]=2)[C:30]([O:29][CH2:28][CH2:27][OH:26])=[N:31][CH:32]=1. The catalyst class is: 1. (3) Reactant: [CH3:1][S:2]([C:5]1[CH:6]=[C:7]([C:11]2[S:15][C:14]([CH2:16][NH:17][S:18]([C:21]3[CH:26]=[CH:25][CH:24]=[CH:23][C:22]=3[C:27]([F:30])([F:29])[F:28])(=[O:20])=[O:19])=[CH:13][CH:12]=2)[CH:8]=[CH:9][CH:10]=1)(=[O:4])=[O:3].[CH:31](I)([CH3:33])[CH3:32].C(=O)([O-])[O-].[Cs+].[Cs+]. Product: [CH:31]([N:17]([CH2:16][C:14]1[S:15][C:11]([C:7]2[CH:8]=[CH:9][CH:10]=[C:5]([S:2]([CH3:1])(=[O:3])=[O:4])[CH:6]=2)=[CH:12][CH:13]=1)[S:18]([C:21]1[CH:26]=[CH:25][CH:24]=[CH:23][C:22]=1[C:27]([F:30])([F:28])[F:29])(=[O:20])=[O:19])([CH3:33])[CH3:32]. The catalyst class is: 80. (4) Reactant: [F:1][C:2]1[CH:3]=[C:4]([C@H:8]([O:22][CH2:23][CH2:24][OH:25])[C@@H:9]2[CH2:14][CH2:13][CH2:12][N:11]([C:15]([O:17][C:18]([CH3:21])([CH3:20])[CH3:19])=[O:16])[CH2:10]2)[CH:5]=[CH:6][CH:7]=1.CCN(CC)CC.[CH3:33][S:34](Cl)(=[O:36])=[O:35].O. Product: [F:1][C:2]1[CH:3]=[C:4]([C@H:8]([O:22][CH2:23][CH2:24][O:25][S:34]([CH3:33])(=[O:36])=[O:35])[C@@H:9]2[CH2:14][CH2:13][CH2:12][N:11]([C:15]([O:17][C:18]([CH3:20])([CH3:21])[CH3:19])=[O:16])[CH2:10]2)[CH:5]=[CH:6][CH:7]=1. The catalyst class is: 2. (5) Reactant: [CH3:1][CH:2]([N:4]1[C:8]2[N:9]=[C:10]([C:19]3[CH:24]=[CH:23][C:22]([NH:25][C:26]([NH:28][C:29]4[CH:34]=[CH:33][C:32]([N+:35]([O-])=O)=[CH:31][CH:30]=4)=[O:27])=[CH:21][CH:20]=3)[N:11]=[C:12]([N:13]3[CH2:18][CH2:17][O:16][CH2:15][CH2:14]3)[C:7]=2[N:6]=[N:5]1)[CH3:3]. Product: [NH2:35][C:32]1[CH:33]=[CH:34][C:29]([NH:28][C:26]([NH:25][C:22]2[CH:23]=[CH:24][C:19]([C:10]3[N:11]=[C:12]([N:13]4[CH2:18][CH2:17][O:16][CH2:15][CH2:14]4)[C:7]4[N:6]=[N:5][N:4]([CH:2]([CH3:3])[CH3:1])[C:8]=4[N:9]=3)=[CH:20][CH:21]=2)=[O:27])=[CH:30][CH:31]=1. The catalyst class is: 687. (6) Reactant: [CH3:1][O:2][C:3](=[O:9])[C@@H:4]([OH:8])[CH:5]([CH3:7])[CH3:6].C(N(C(C)C)CC)(C)C.[CH3:19][Si:20]([CH3:27])([CH3:26])[CH2:21][CH2:22][O:23][CH2:24]Cl. Product: [CH3:1][O:2][C:3](=[O:9])[C@@H:4]([O:8][CH2:24][O:23][CH2:22][CH2:21][Si:20]([CH3:27])([CH3:26])[CH3:19])[CH:5]([CH3:7])[CH3:6]. The catalyst class is: 4.